From a dataset of Reaction yield outcomes from USPTO patents with 853,638 reactions. Predict the reaction yield, written as a fraction of the theoretical maximum amount of product (1.0 means a 100% yield; for example, 0.34 means a 34% yield). (1) The reactants are C1(P(C2C=CC=CC=2)C2C=CC=CC=2)C=CC=CC=1.BrN1C(=O)CCC1=O.[C:28]([C:30]1[CH:31]=[C:32]([CH:40]([CH2:44][CH:45]2[CH2:49][CH2:48][CH2:47][CH2:46]2)[C:41]([OH:43])=O)[CH:33]=[CH:34][C:35]=1[S:36]([CH3:39])(=[O:38])=[O:37])#[N:29].[NH2:50][C:51]1[S:52][CH:53]=[CH:54][N:55]=1. The catalyst is C(Cl)Cl. The product is [C:28]([C:30]1[CH:31]=[C:32]([CH:40]([CH2:44][CH:45]2[CH2:46][CH2:47][CH2:48][CH2:49]2)[C:41]([NH:50][C:51]2[S:52][CH:53]=[CH:54][N:55]=2)=[O:43])[CH:33]=[CH:34][C:35]=1[S:36]([CH3:39])(=[O:38])=[O:37])#[N:29]. The yield is 0.930. (2) The reactants are C(OC([NH:8][C:9]1[C:26]([O:27][CH3:28])=[CH:25][C:24]([Cl:29])=[CH:23][C:10]=1[CH:11]=[C:12]([C:18]([O:20][CH2:21][CH3:22])=[O:19])[C:13](OCC)=[O:14])=O)(C)(C)C.C(O)(C(F)(F)F)=O. The catalyst is C(Cl)Cl.O. The product is [Cl:29][C:24]1[CH:23]=[C:10]2[C:9](=[C:26]([O:27][CH3:28])[CH:25]=1)[NH:8][C:13](=[O:14])[C:12]([C:18]([O:20][CH2:21][CH3:22])=[O:19])=[CH:11]2. The yield is 0.800. (3) The reactants are Cl[C:2]1[N:7]=[C:6]([N:8]([C:10]2[CH:15]=[CH:14][C:13]([O:16][CH3:17])=[CH:12][CH:11]=2)[CH3:9])[CH:5]=[C:4]([CH3:18])[N:3]=1.[C-]#N.[Na+].C1N2CC[N:24](CC2)[CH2:23]1. The catalyst is CS(C)=O.C(O)(C)C. The product is [CH3:17][O:16][C:13]1[CH:14]=[CH:15][C:10]([N:8]([CH3:9])[C:6]2[CH:5]=[C:4]([CH3:18])[N:3]=[C:2]([C:23]#[N:24])[N:7]=2)=[CH:11][CH:12]=1. The yield is 0.700. (4) The reactants are [C:1]1([N:7]2[C:12](=[O:13])[C:11]3[S:14][CH:15]=[C:16]([C:17]4[CH:22]=[CH:21][CH:20]=[CH:19][CH:18]=4)[C:10]=3[N:9]=[CH:8]2)[CH:6]=[CH:5][CH:4]=[CH:3][CH:2]=1.NC1C(C2C=CC=CC=2)=CSC=1C(OC)=O.C(OCC)(OCC)OCC.[F:49]C1C=CC(N)=CC=1. The catalyst is C(O)(=O)C. The product is [F:49][C:4]1[CH:5]=[CH:6][C:1]([N:7]2[C:12](=[O:13])[C:11]3[S:14][CH:15]=[C:16]([C:17]4[CH:18]=[CH:19][CH:20]=[CH:21][CH:22]=4)[C:10]=3[N:9]=[CH:8]2)=[CH:2][CH:3]=1. The yield is 0.640.